This data is from Forward reaction prediction with 1.9M reactions from USPTO patents (1976-2016). The task is: Predict the product of the given reaction. Given the reactants Br[C:2]1[C:3]([N+:11]([O-:13])=[O:12])=[N:4][N:5]([CH2:7][CH:8]2[CH2:10][CH2:9]2)[CH:6]=1.CC1(C)C(C)(C)[O:18][B:17](B2OC(C)(C)C(C)(C)O2)[O:16]1.ClCCl.C([O-])(=O)C.[K+], predict the reaction product. The product is: [CH:8]1([CH2:7][N:5]2[CH:6]=[C:2]([B:17]([OH:18])[OH:16])[C:3]([N+:11]([O-:13])=[O:12])=[N:4]2)[CH2:10][CH2:9]1.